This data is from Forward reaction prediction with 1.9M reactions from USPTO patents (1976-2016). The task is: Predict the product of the given reaction. (1) Given the reactants [Cl:1][C:2]1[N:7]=[CH:6][C:5]([NH:8]C(=O)OC(C)(C)C)=[C:4]([I:16])[CH:3]=1.C([O-])(O)=O.[Na+], predict the reaction product. The product is: [Cl:1][C:2]1[N:7]=[CH:6][C:5]([NH2:8])=[C:4]([I:16])[CH:3]=1. (2) Given the reactants [NH2:1][C:2]1[CH:9]=[CH:8][C:5]([C:6]#[N:7])=[CH:4][CH:3]=1.C(N(CC)CC)C.[F:17][C:18]([F:35])([F:34])[C:19]1[CH:24]=[CH:23][C:22]([C:25]2[C:26]([C:31](Cl)=[O:32])=[CH:27][CH:28]=[CH:29][CH:30]=2)=[CH:21][CH:20]=1.O, predict the reaction product. The product is: [C:6]([C:5]1[CH:8]=[CH:9][C:2]([NH:1][C:31]([C:26]2[C:25]([C:22]3[CH:23]=[CH:24][C:19]([C:18]([F:17])([F:34])[F:35])=[CH:20][CH:21]=3)=[CH:30][CH:29]=[CH:28][CH:27]=2)=[O:32])=[CH:3][CH:4]=1)#[N:7]. (3) Given the reactants [NH:1]1[CH2:7][CH2:6][CH2:5][C:4](=[O:8])[C:3]2[CH:9]=[CH:10][CH:11]=[CH:12][C:2]1=2.[C:13]1([CH3:23])[CH:18]=[CH:17][C:16]([S:19](Cl)(=[O:21])=[O:20])=[CH:15][CH:14]=1.Cl, predict the reaction product. The product is: [C:13]1([CH3:23])[CH:18]=[CH:17][C:16]([S:19]([N:1]2[CH2:7][CH2:6][CH2:5][C:4](=[O:8])[C:3]3[CH:9]=[CH:10][CH:11]=[CH:12][C:2]2=3)(=[O:21])=[O:20])=[CH:15][CH:14]=1. (4) The product is: [C:1]([C@@H:4]1[CH2:8][CH2:7][CH2:6][N:5]1[C:9]([O:11][C:12]([CH3:15])([CH3:14])[CH3:13])=[O:10])(=[S:25])[NH2:2]. Given the reactants [C:1]([C@@H:4]1[CH2:8][CH2:7][CH2:6][N:5]1[C:9]([O:11][C:12]([CH3:15])([CH3:14])[CH3:13])=[O:10])(=O)[NH2:2].COC1C=CC(P2(SP(C3C=CC(OC)=CC=3)(=S)S2)=[S:25])=CC=1, predict the reaction product. (5) Given the reactants [C:1]1([C:7]2[N:11]3[CH:12]=[CH:13][C:14]([C:16]#[N:17])=[CH:15][C:10]3=[N:9][C:8]=2[C:18]2[CH:23]=[CH:22][C:21]([CH2:24][N:25]3[CH2:30][CH2:29][CH:28]([C:31]4[N:35]=[C:34]([C:36]5[CH:41]=[CH:40][CH:39]=[CH:38][N:37]=5)[NH:33][N:32]=4)[CH2:27][CH2:26]3)=[CH:20][CH:19]=2)[CH:6]=[CH:5][CH:4]=[CH:3][CH:2]=1.[C:42]([OH:49])(=[O:48])/[CH:43]=[CH:44]/[C:45]([OH:47])=[O:46], predict the reaction product. The product is: [C:42]([OH:49])(=[O:48])/[CH:43]=[CH:44]/[C:45]([OH:47])=[O:46].[C:1]1([C:7]2[N:11]3[CH:12]=[CH:13][C:14]([C:16]#[N:17])=[CH:15][C:10]3=[N:9][C:8]=2[C:18]2[CH:19]=[CH:20][C:21]([CH2:24][N:25]3[CH2:26][CH2:27][CH:28]([C:31]4[NH:35][C:34]([C:36]5[CH:41]=[CH:40][CH:39]=[CH:38][N:37]=5)=[N:33][N:32]=4)[CH2:29][CH2:30]3)=[CH:22][CH:23]=2)[CH:6]=[CH:5][CH:4]=[CH:3][CH:2]=1. (6) Given the reactants [Br:1][C:2]1[CH:7]=[CH:6][C:5]([N:8]2[CH2:13][CH2:12][CH:11]([OH:14])[CH2:10][CH2:9]2)=[CH:4][CH:3]=1.[OH-].[Na+].Br[CH2:18][C:19]([O:21][C:22]([CH3:25])([CH3:24])[CH3:23])=[O:20], predict the reaction product. The product is: [Br:1][C:2]1[CH:7]=[CH:6][C:5]([N:8]2[CH2:9][CH2:10][CH:11]([O:14][CH2:18][C:19]([O:21][C:22]([CH3:25])([CH3:24])[CH3:23])=[O:20])[CH2:12][CH2:13]2)=[CH:4][CH:3]=1. (7) Given the reactants [Br:1][C:2]1[CH:7]=[CH:6][C:5]([CH:8]=[CH:9][CH2:10][C:11]2[CH:16]=[CH:15][C:14]([O:17][CH3:18])=[CH:13][CH:12]=2)=[CH:4][CH:3]=1.Cl.[NH:20]([CH2:22][C:23]([O:25][CH2:26][CH3:27])=[O:24])[NH2:21], predict the reaction product. The product is: [CH2:26]([O:25][C:23](=[O:24])[CH2:22][N:20]1[CH:8]([C:5]2[CH:4]=[CH:3][C:2]([Br:1])=[CH:7][CH:6]=2)[CH2:9][C:10]([C:11]2[CH:12]=[CH:13][C:14]([O:17][CH3:18])=[CH:15][CH:16]=2)=[N:21]1)[CH3:27].